This data is from Peptide-MHC class II binding affinity with 134,281 pairs from IEDB. The task is: Regression. Given a peptide amino acid sequence and an MHC pseudo amino acid sequence, predict their binding affinity value. This is MHC class II binding data. (1) The peptide sequence is VDIINRWQVVAPQLP. The MHC is HLA-DPA10301-DPB10402 with pseudo-sequence HLA-DPA10301-DPB10402. The binding affinity (normalized) is 0.401. (2) The peptide sequence is LPSQAFEYILYNKG. The MHC is HLA-DPA10201-DPB10101 with pseudo-sequence HLA-DPA10201-DPB10101. The binding affinity (normalized) is 0.839. (3) The peptide sequence is IMRIKKLTITGKGTL. The MHC is HLA-DQA10104-DQB10503 with pseudo-sequence HLA-DQA10104-DQB10503. The binding affinity (normalized) is 0.0203. (4) The peptide sequence is AAEQLWVTVYYGVPVWK. The MHC is HLA-DPA10201-DPB10101 with pseudo-sequence HLA-DPA10201-DPB10101. The binding affinity (normalized) is 0.612. (5) The peptide sequence is EKKYFAAWQFEPLAA. The MHC is HLA-DPA10201-DPB10101 with pseudo-sequence HLA-DPA10201-DPB10101. The binding affinity (normalized) is 0.829.